Dataset: Forward reaction prediction with 1.9M reactions from USPTO patents (1976-2016). Task: Predict the product of the given reaction. (1) Given the reactants [CH2:1]([O:8][C:9]([NH:11][CH:12]([CH2:16][O:17][C:18]([CH3:21])([CH3:20])[CH3:19])[C:13](O)=[O:14])=[O:10])[C:2]1[CH:7]=[CH:6][CH:5]=[CH:4][CH:3]=1.ClC(OCC(C)C)=O.C[N:31]1CCOCC1.[OH-].[NH4+], predict the reaction product. The product is: [NH2:31][C:13](=[O:14])[C@@H:12]([NH:11][C:9](=[O:10])[O:8][CH2:1][C:2]1[CH:7]=[CH:6][CH:5]=[CH:4][CH:3]=1)[CH2:16][O:17][C:18]([CH3:21])([CH3:20])[CH3:19]. (2) Given the reactants Br[C:2]1[S:10][C:9]2[C:4](=[N:5][CH:6]=[CH:7][C:8]=2[O:11][C:12]2[CH:17]=[CH:16][C:15]([N+:18]([O-:20])=[O:19])=[CH:14][CH:13]=2)[CH:3]=1.[CH3:21][C:22]1[CH:23]=[N:24][NH:25][CH:26]=1.CN[C@@H]1CCCC[C@H]1NC.C([O-])([O-])=O.[K+].[K+], predict the reaction product. The product is: [CH3:21][C:22]1[CH:23]=[N:24][N:25]([C:2]2[S:10][C:9]3[C:4](=[N:5][CH:6]=[CH:7][C:8]=3[O:11][C:12]3[CH:17]=[CH:16][C:15]([N+:18]([O-:20])=[O:19])=[CH:14][CH:13]=3)[CH:3]=2)[CH:26]=1. (3) Given the reactants C(O)(=O)C.[NH2:5][C:6]1[N:11]([CH3:12])[C:10](=[O:13])[NH:9][C:8](=[O:14])[CH:7]=1.[N:15]([O-])=O.[Na+], predict the reaction product. The product is: [NH2:15][C:7]1[C:8](=[O:14])[NH:9][C:10](=[O:13])[N:11]([CH3:12])[C:6]=1[NH2:5]. (4) Given the reactants [OH:1][CH2:2][C@@H:3]1[CH2:8][N:7]([C:9]([O:11][CH2:12][C:13]2[CH:18]=[CH:17][CH:16]=[CH:15][CH:14]=2)=[O:10])[CH2:6][CH2:5][N:4]1C(OC(C)(C)C)=O.[ClH:26], predict the reaction product. The product is: [ClH:26].[OH:1][CH2:2][C@H:3]1[NH:4][CH2:5][CH2:6][N:7]([C:9]([O:11][CH2:12][C:13]2[CH:18]=[CH:17][CH:16]=[CH:15][CH:14]=2)=[O:10])[CH2:8]1. (5) Given the reactants [CH2:1]([N:8](CC)[C@@H:9]1[C@@H:17]2[C@@H:12]([O:13][CH2:14][CH2:15][C@@H:16]2[OH:18])[O:11][CH2:10]1)[C:2]1C=CC=CC=1.[CH3:33][C:32]([O:31][C:29](O[C:29]([O:31][C:32]([CH3:35])([CH3:34])[CH3:33])=[O:30])=[O:30])([CH3:35])[CH3:34], predict the reaction product. The product is: [CH2:1]([N:8]([C@@H:9]1[C@@H:17]2[C@@H:12]([O:13][CH2:14][CH2:15][C@@H:16]2[OH:18])[O:11][CH2:10]1)[C:29](=[O:30])[O:31][C:32]([CH3:33])([CH3:34])[CH3:35])[CH3:2]. (6) Given the reactants Br[C:2]1[CH:3]=[C:4]([NH:9][C:10]2[N:15]=[C:14]([O:16][CH2:17][CH2:18][O:19][Si:20]([C:23]([CH3:26])([CH3:25])[CH3:24])([CH3:22])[CH3:21])[CH:13]=[CH:12][N:11]=2)[CH:5]=[C:6]([CH3:8])[CH:7]=1.CCN(C(C)C)C(C)C.[CH3:36][Si:37]([C:40]#[CH:41])([CH3:39])[CH3:38], predict the reaction product. The product is: [Si:20]([O:19][CH2:18][CH2:17][O:16][C:14]1[CH:13]=[CH:12][N:11]=[C:10]([NH:9][C:4]2[CH:3]=[C:2]([C:41]#[C:40][Si:37]([CH3:39])([CH3:38])[CH3:36])[CH:7]=[C:6]([CH3:8])[CH:5]=2)[N:15]=1)([C:23]([CH3:26])([CH3:25])[CH3:24])([CH3:22])[CH3:21]. (7) Given the reactants [OH-].[Na+].CO.[ClH:5].[CH3:6][O:7][C:8]1[CH:9]=[C:10]([CH:14]=[C:15](OC)[N:16]=1)[C:11]([OH:13])=[O:12], predict the reaction product. The product is: [Cl:5][C:15]1[CH:14]=[C:10]([CH:9]=[C:8]([O:7][CH3:6])[N:16]=1)[C:11]([OH:13])=[O:12]. (8) Given the reactants [NH2:1][C:2]1[CH:7]=[CH:6][C:5]([C:8]2[CH:13]=[CH:12][C:11]([S:14]([NH:17][C@H:18]([C:22]([O:24]C)=[O:23])[CH:19]([CH3:21])[CH3:20])(=[O:16])=[O:15])=[CH:10][CH:9]=2)=[CH:4][CH:3]=1.[F:26][C:27]1[CH:28]=[C:29]([CH:33]=[CH:34][C:35]=1[F:36])[C:30](Cl)=[O:31].N1C=CC=CC=1, predict the reaction product. The product is: [F:26][C:27]1[CH:28]=[C:29]([CH:33]=[CH:34][C:35]=1[F:36])[C:30]([NH:1][C:2]1[CH:7]=[CH:6][C:5]([C:8]2[CH:9]=[CH:10][C:11]([S:14]([NH:17][C@H:18]([C:22]([OH:24])=[O:23])[CH:19]([CH3:20])[CH3:21])(=[O:16])=[O:15])=[CH:12][CH:13]=2)=[CH:4][CH:3]=1)=[O:31]. (9) Given the reactants F[C:2]1[CH:7]=[C:6]([I:8])[CH:5]=[CH:4][N:3]=1.O.[NH2:10]N.[C:12](#[N:14])C, predict the reaction product. The product is: [I:8][C:6]1[CH:5]=[CH:4][N:3]2[CH:12]=[N:14][N:10]=[C:2]2[CH:7]=1.